From a dataset of Forward reaction prediction with 1.9M reactions from USPTO patents (1976-2016). Predict the product of the given reaction. Given the reactants [CH3:1][CH:2]([CH3:32])[CH2:3][CH:4]([NH:21][C:22]1[N:27]=[CH:26][C:25]([C:28]([O:30]C)=O)=[CH:24][N:23]=1)[C:5]1[CH:10]=[CH:9][C:8]([C:11]2[CH:16]=[CH:15][C:14]([C:17]([F:20])([F:19])[F:18])=[CH:13][CH:12]=2)=[CH:7][CH:6]=1.[Li+].[OH-].Cl.C(N1C=CN=C1)(N1C=CN=C1)=O.C(N(C(C)C)CC)(C)C.[NH2:57][C:58]1[NH:62][N:61]=[N:60][N:59]=1, predict the reaction product. The product is: [CH3:32][CH:2]([CH3:1])[CH2:3][CH:4]([NH:21][C:22]1[N:27]=[CH:26][C:25]([C:28]([NH:57][C:58]2[NH:62][N:61]=[N:60][N:59]=2)=[O:30])=[CH:24][N:23]=1)[C:5]1[CH:6]=[CH:7][C:8]([C:11]2[CH:12]=[CH:13][C:14]([C:17]([F:18])([F:20])[F:19])=[CH:15][CH:16]=2)=[CH:9][CH:10]=1.